From a dataset of Full USPTO retrosynthesis dataset with 1.9M reactions from patents (1976-2016). Predict the reactants needed to synthesize the given product. (1) Given the product [CH2:12]([O:11][C:9]1[C:10]2[C:2](/[CH:35]=[CH:34]/[C:33]([NH2:37])=[O:36])=[CH:3][N:4]([S:16]([C:19]3[CH:25]=[CH:24][C:22]([CH3:23])=[CH:21][CH:20]=3)(=[O:18])=[O:17])[C:5]=2[N:6]=[CH:7][N:8]=1)[CH:13]([CH3:15])[CH3:14], predict the reactants needed to synthesize it. The reactants are: I[C:2]1[C:10]2[C:9]([O:11][CH2:12][CH:13]([CH3:15])[CH3:14])=[N:8][CH:7]=[N:6][C:5]=2[N:4]([S:16]([C:19]2[CH:25]=[CH:24][C:22]([CH3:23])=[CH:21][CH:20]=2)(=[O:18])=[O:17])[CH:3]=1.C(N(CC)CC)C.[C:33]([NH2:37])(=[O:36])[CH:34]=[CH2:35]. (2) Given the product [CH2:1]([N:5]1[C:9]2[CH2:10][O:11][CH2:12][CH:13]([OH:14])[C:8]=2[S:7]/[C:6]/1=[N:15]\[C:16](=[O:26])[C:17]1[CH:22]=[C:21]([Cl:23])[CH:20]=[CH:19][C:18]=1[O:24][CH3:25])[CH2:2][CH2:3][CH3:4], predict the reactants needed to synthesize it. The reactants are: [CH2:1]([N:5]1[C:9]2[CH2:10][O:11][CH2:12][C:13](=[O:14])[C:8]=2[S:7]/[C:6]/1=[N:15]\[C:16](=[O:26])[C:17]1[CH:22]=[C:21]([Cl:23])[CH:20]=[CH:19][C:18]=1[O:24][CH3:25])[CH2:2][CH2:3][CH3:4].[BH4-].[Na+]. (3) Given the product [CH3:3][O:4][C:5]1[CH:21]=[CH:20][C:8]([CH2:9][O:10][C:11]2[CH:18]=[CH:17][C:14]([CH2:15][NH:2][CH3:1])=[CH:13][C:12]=2[Br:19])=[CH:7][CH:6]=1, predict the reactants needed to synthesize it. The reactants are: [CH3:1][NH2:2].[CH3:3][O:4][C:5]1[CH:21]=[CH:20][C:8]([CH2:9][O:10][C:11]2[CH:18]=[CH:17][C:14]([CH:15]=O)=[CH:13][C:12]=2[Br:19])=[CH:7][CH:6]=1.[BH4-].[Na+]. (4) Given the product [Br:24][C:5]1[CH:4]=[C:3]([C:2]([F:21])([F:20])[F:1])[CH:8]=[C:7]([C:9]2[CH:14]=[CH:13][C:12]([C:15]([F:18])([F:17])[F:16])=[CH:11][CH:10]=2)[N:6]=1, predict the reactants needed to synthesize it. The reactants are: [F:1][C:2]([F:21])([F:20])[C:3]1[CH:8]=[C:7]([C:9]2[CH:14]=[CH:13][C:12]([C:15]([F:18])([F:17])[F:16])=[CH:11][CH:10]=2)[NH:6][C:5](=O)[CH:4]=1.P(Br)(Br)([Br:24])=O. (5) The reactants are: [CH3:1][C:2]1[CH:3]=[C:4]([C:18]([OH:20])=O)[NH:5][C:6]=1[CH:7]=[C:8]1[C:16]2[C:11](=[CH:12][CH:13]=[CH:14][CH:15]=2)[NH:10][C:9]1=[O:17].[C:21]1([CH2:27][CH2:28][CH2:29][NH2:30])[CH:26]=[CH:25][CH:24]=[CH:23][CH:22]=1.CCN(CC)CC. Given the product [C:21]1([CH2:27][CH2:28][CH2:29][NH:30][C:18]([C:4]2[NH:5][C:6]([CH:7]=[C:8]3[C:16]4[C:11](=[CH:12][CH:13]=[CH:14][CH:15]=4)[NH:10][C:9]3=[O:17])=[C:2]([CH3:1])[CH:3]=2)=[O:20])[CH:26]=[CH:25][CH:24]=[CH:23][CH:22]=1, predict the reactants needed to synthesize it. (6) Given the product [CH2:1]([N:4]1[C:8]([CH:20]([C:19]2[CH:22]=[CH:23][C:16]([Cl:15])=[CH:17][CH:18]=2)[OH:21])=[C:7]([C:9]([O:11][CH2:12][CH3:13])=[O:10])[N:6]=[C:5]1[Br:14])[CH:2]=[CH2:3], predict the reactants needed to synthesize it. The reactants are: [CH2:1]([N:4]1[CH:8]=[C:7]([C:9]([O:11][CH2:12][CH3:13])=[O:10])[N:6]=[C:5]1[Br:14])[CH:2]=[CH2:3].[Cl:15][C:16]1[CH:23]=[CH:22][C:19]([CH:20]=[O:21])=[CH:18][CH:17]=1.[Li+].CC([N-]C(C)C)C. (7) Given the product [CH3:22][C:10]1[O:9][C:8]([C:5]2[CH:6]=[CH:7][C:2]([O:1][CH2:25][C:26]3[CH:31]=[CH:30][CH:29]=[CH:28][N:27]=3)=[CH:3][CH:4]=2)=[N:12][C:11]=1[CH2:13][CH2:14][N:16]1[CH2:20][CH2:19][CH2:18][C@H:17]1[CH3:21], predict the reactants needed to synthesize it. The reactants are: [OH:1][C:2]1[CH:7]=[CH:6][C:5]([C:8]2[O:9][C:10]([CH3:22])=[C:11]([CH2:13][C:14]([N:16]3[CH2:20][CH2:19][CH2:18][C@H:17]3[CH3:21])=O)[N:12]=2)=[CH:4][CH:3]=1.Br.Br[CH2:25][C:26]1[CH:31]=[CH:30][CH:29]=[CH:28][N:27]=1.C([O-])([O-])=O.[Cs+].[Cs+]. (8) The reactants are: [Cl:1][C:2]1[CH:3]=[CH:4][C:5]([C:25]#[N:26])=[C:6]([C:8]2[C:13]([O:14][CH3:15])=[CH:12][N:11]([CH2:16][C:17]([O:19][C:20]([CH3:23])([CH3:22])[CH3:21])=[O:18])[C:10](=[O:24])[CH:9]=2)[CH:7]=1.FC(F)(F)S(O[CH2:33][CH:34]1[CH2:39][CH2:38][CH:37]([O:40][CH3:41])[CH2:36][CH2:35]1)(=O)=O. Given the product [Cl:1][C:2]1[CH:3]=[CH:4][C:5]([C:25]#[N:26])=[C:6]([C:8]2[C:13]([O:14][CH3:15])=[CH:12][N:11]([CH:16]([CH2:33][CH:34]3[CH2:39][CH2:38][CH:37]([O:40][CH3:41])[CH2:36][CH2:35]3)[C:17]([O:19][C:20]([CH3:21])([CH3:22])[CH3:23])=[O:18])[C:10](=[O:24])[CH:9]=2)[CH:7]=1, predict the reactants needed to synthesize it. (9) Given the product [F:1][C:2]1[CH:27]=[CH:26][C:5]([CH2:6][N:7]2[CH2:8][C:9]3([CH2:19][C:18](=[O:20])[C:17]4[C:12](=[CH:13][CH:14]=[C:15](/[CH:21]=[CH:22]/[C:23]([NH:42][O:43][CH:44]5[CH2:49][CH2:48][CH2:47][CH2:46][O:45]5)=[O:25])[CH:16]=4)[O:11]3)[CH2:10]2)=[CH:4][CH:3]=1, predict the reactants needed to synthesize it. The reactants are: [F:1][C:2]1[CH:27]=[CH:26][C:5]([CH2:6][N:7]2[CH2:10][C:9]3([CH2:19][C:18](=[O:20])[C:17]4[C:12](=[CH:13][CH:14]=[C:15](/[CH:21]=[CH:22]/[C:23]([OH:25])=O)[CH:16]=4)[O:11]3)[CH2:8]2)=[CH:4][CH:3]=1.C(Cl)CCl.C1C=CC2N(O)N=NC=2C=1.[NH2:42][O:43][CH:44]1[CH2:49][CH2:48][CH2:47][CH2:46][O:45]1. (10) Given the product [C:1]([CH2:3][C:4]1[CH:14]=[CH:13][C:7]([C:8]([OH:10])=[O:9])=[CH:6][CH:5]=1)#[N:2], predict the reactants needed to synthesize it. The reactants are: [C:1]([CH2:3][C:4]1[CH:14]=[CH:13][C:7]([C:8]([O:10]CC)=[O:9])=[CH:6][CH:5]=1)#[N:2].[OH-].[Na+].